From a dataset of M1 muscarinic receptor antagonist screen with 61,756 compounds. Binary Classification. Given a drug SMILES string, predict its activity (active/inactive) in a high-throughput screening assay against a specified biological target. (1) The compound is O=C1N(C(CC1)C(=O)NCCc1ccccc1)C(C)C. The result is 0 (inactive). (2) The compound is O=C1CC(Cc2nc(N3CCN(CC3)Cc3ccccc3)nc(c12)C)c1cc(OC)c(OC)cc1. The result is 0 (inactive). (3) The compound is Clc1c(Cn2c3c(n(c(=O)n(c3=O)C)C)nc2OCc2cccnc2)c(F)ccc1. The result is 1 (active). (4) The compound is S(=O)(=O)(N1CCN(CC1)C(=O)c1c(OC)cccc1)c1ccccc1. The result is 0 (inactive). (5) The molecule is S\1C(N2CCOCC2)=NC(=O)C1=C(\c1ccc(cc1)C)C. The result is 0 (inactive).